From a dataset of Full USPTO retrosynthesis dataset with 1.9M reactions from patents (1976-2016). Predict the reactants needed to synthesize the given product. (1) The reactants are: [C:1]([O:5][N:6]=[C:7]1[C:16]2[C:11](=[CH:12][CH:13]=[C:14](Br)[CH:15]=2)[O:10][C:9]([C:18]2[N:23]=[CH:22][N:21]3[CH:24]=[CH:25][CH:26]=[C:20]3[CH:19]=2)=[CH:8]1)([CH3:4])([CH3:3])[CH3:2].[CH2:27]([OH:31])[CH2:28][C:29]#[CH:30]. Given the product [C:1]([O:5][N:6]=[C:7]1[C:16]2[C:11](=[CH:12][CH:13]=[C:14]([CH2:30][CH2:29][CH2:28][CH2:27][OH:31])[CH:15]=2)[O:10][C:9]([C:18]2[N:23]=[CH:22][N:21]3[CH:24]=[CH:25][CH:26]=[C:20]3[CH:19]=2)=[CH:8]1)([CH3:4])([CH3:3])[CH3:2], predict the reactants needed to synthesize it. (2) Given the product [CH3:19][N:18]([CH3:20])[CH2:2][C:3]1[CH:8]=[CH:7][C:6]([B:9]2[O:13][C:12]([CH3:15])([CH3:14])[C:11]([CH3:17])([CH3:16])[O:10]2)=[CH:5][CH:4]=1, predict the reactants needed to synthesize it. The reactants are: Br[CH2:2][C:3]1[CH:8]=[CH:7][C:6]([B:9]2[O:13][C:12]([CH3:15])([CH3:14])[C:11]([CH3:17])([CH3:16])[O:10]2)=[CH:5][CH:4]=1.[NH:18]([CH3:20])[CH3:19]. (3) Given the product [CH:24]1[C:25]2[N:26]([C:8]3[CH:9]=[C:10]([Br:14])[CH:11]=[CH:12][CH:13]=3)[C:27]3[C:19](=[CH:18][CH:17]=[CH:16][CH:15]=3)[C:20]=2[CH:21]=[CH:22][CH:23]=1, predict the reactants needed to synthesize it. The reactants are: CC(C)([O-])C.[Na+].I[C:8]1[CH:9]=[C:10]([Br:14])[CH:11]=[CH:12][CH:13]=1.[CH:15]1[C:27]2[NH:26][C:25]3[C:20](=[CH:21][CH:22]=[CH:23][CH:24]=3)[C:19]=2[CH:18]=[CH:17][CH:16]=1. (4) Given the product [F:77][CH:48]([F:47])[CH2:49][NH:50][C:51]1[N:56]=[C:55]2[CH:57]([CH3:61])[N:58]([C:3](=[O:4])[CH:2]([F:6])[F:1])[CH2:59][CH2:60][C:54]2=[N:53][C:52]=1[N:62]1[CH2:67][CH2:66][CH:65]([O:68][C:69]2[CH:74]=[CH:73][C:72]([F:75])=[CH:71][C:70]=2[F:76])[CH2:64][CH2:63]1, predict the reactants needed to synthesize it. The reactants are: [F:1][CH:2]([F:6])[C:3](O)=[O:4].CN(C(ON1N=NC2C=CC=NC1=2)=[N+](C)C)C.F[P-](F)(F)(F)(F)F.CCN(C(C)C)C(C)C.OC(C(F)(F)F)=O.[F:47][CH:48]([F:77])[CH2:49][NH:50][C:51]1[N:56]=[C:55]2[CH:57]([CH3:61])[NH:58][CH2:59][CH2:60][C:54]2=[N:53][C:52]=1[N:62]1[CH2:67][CH2:66][CH:65]([O:68][C:69]2[CH:74]=[CH:73][C:72]([F:75])=[CH:71][C:70]=2[F:76])[CH2:64][CH2:63]1.